From a dataset of Catalyst prediction with 721,799 reactions and 888 catalyst types from USPTO. Predict which catalyst facilitates the given reaction. (1) The catalyst class is: 7. Reactant: C(NC(C)C)(C)C.C([Li])CCCCC.[CH2:15]([N:17]([CH2:28][CH3:29])[C:18](=[O:27])[CH2:19][CH2:20][C:21]1[CH:26]=[CH:25][CH:24]=[CH:23][CH:22]=1)[CH3:16].[CH3:30][Si:31]([CH3:34])([CH3:33])Cl. Product: [CH2:28]([N:17]([C:18]([O:27][Si:31]([CH3:34])([CH3:33])[CH3:30])=[CH:19][CH2:20][C:21]1[CH:26]=[CH:25][CH:24]=[CH:23][CH:22]=1)[CH2:15][CH3:16])[CH3:29]. (2) The catalyst class is: 7. Reactant: [CH:1]1([C:7]2[C:11]([CH2:12][CH2:13][CH2:14][OH:15])=[CH:10][N:9]([C:16]3[CH:21]=[CH:20][C:19]([C:22]([F:25])([F:24])[F:23])=[CH:18][N:17]=3)[N:8]=2)[CH2:6][CH2:5][CH2:4][CH2:3][CH2:2]1.[CH2:26]([O:28][C:29]1[CH:34]=[CH:33][C:32]([CH2:35][C:36]([O:38]C)=[O:37])=[CH:31][C:30]=1O)[CH3:27].C(P(CCCC)CCCC)CCC.N(C(N1CCCCC1)=O)=NC(N1CCCCC1)=O. Product: [CH:1]1([C:7]2[C:11]([CH2:12][CH2:13][CH2:14][O:15][C:34]3[CH:33]=[C:32]([CH2:35][C:36]([OH:38])=[O:37])[CH:31]=[CH:30][C:29]=3[O:28][CH2:26][CH3:27])=[CH:10][N:9]([C:16]3[CH:21]=[CH:20][C:19]([C:22]([F:23])([F:24])[F:25])=[CH:18][N:17]=3)[N:8]=2)[CH2:6][CH2:5][CH2:4][CH2:3][CH2:2]1. (3) Reactant: [Br:1][C:2]1[CH:10]=[CH:9][C:8]2[NH:7][C:6]3[CH2:11][CH2:12][NH:13][CH2:14][C:5]=3[C:4]=2[CH:3]=1.CN(C1C=CC=CN=1)C.[C:24](O[C:24]([O:26][C:27]([CH3:30])([CH3:29])[CH3:28])=[O:25])([O:26][C:27]([CH3:30])([CH3:29])[CH3:28])=[O:25].C(N(CC)CC)C. Product: [Br:1][C:2]1[CH:10]=[CH:9][C:8]2[NH:7][C:6]3[CH2:11][CH2:12][N:13]([C:24]([O:26][C:27]([CH3:30])([CH3:29])[CH3:28])=[O:25])[CH2:14][C:5]=3[C:4]=2[CH:3]=1. The catalyst class is: 61.